Task: Predict which catalyst facilitates the given reaction.. Dataset: Catalyst prediction with 721,799 reactions and 888 catalyst types from USPTO (1) Reactant: [CH3:1][CH:2]1[CH2:7][C:6](=[O:8])[CH2:5][CH2:4][N:3]1[C:9]([O:11][C:12]([CH3:15])([CH3:14])[CH3:13])=[O:10].[BH4-].[Na+]. Product: [OH:8][CH:6]1[CH2:5][CH2:4][N:3]([C:9]([O:11][C:12]([CH3:15])([CH3:14])[CH3:13])=[O:10])[CH:2]([CH3:1])[CH2:7]1. The catalyst class is: 5. (2) Reactant: C([O:6][CH2:7][CH2:8][CH2:9][CH2:10][O:11][N+:12]([O-:14])=[O:13])(=O)CCC.CO.[OH-].[Na+].S(=O)(=O)(O)O. Product: [N+:12]([O:11][CH2:10][CH2:9][CH2:8][CH2:7][OH:6])([O-:14])=[O:13]. The catalyst class is: 6. (3) Reactant: [C:1]([O:5][C:6]([NH:8][CH:9]1[CH2:14][CH2:13][CH2:12][CH:11]([CH2:15]C(O)=O)[CH2:10]1)=[O:7])([CH3:4])([CH3:3])[CH3:2].CC[N:21]([CH2:24]C)CC.C1C=CC(P(N=[N+]=[N-])(C2C=CC=CC=2)=[O:33])=CC=1.[CH2:43]([OH:50])[C:44]1[CH:49]=[CH:48][CH:47]=[CH:46][CH:45]=1. Product: [C:44]1([CH2:43][O:50][C:24]([NH:21][CH2:15][C@@H:11]2[CH2:12][CH2:13][CH2:14][C@H:9]([NH:8][C:6]([O:5][C:1]([CH3:2])([CH3:3])[CH3:4])=[O:7])[CH2:10]2)=[O:33])[CH:49]=[CH:48][CH:47]=[CH:46][CH:45]=1. The catalyst class is: 260. (4) Reactant: [CH:1]1([O:6][C:7]2[CH:8]=[C:9]([CH:12]=[CH:13][C:14]=2[O:15][CH3:16])[CH:10]=O)[CH2:5][CH2:4][CH2:3][CH2:2]1.[NH2:17]C1C=NC(Br)=CN=1.C(O[BH-](OC(=O)C)OC(=O)C)(=O)C.[Na+].C(O)(=O)C. Product: [CH:1]1([O:6][C:7]2[CH:8]=[C:9]([CH:12]=[CH:13][C:14]=2[O:15][CH3:16])[CH2:10][NH2:17])[CH2:5][CH2:4][CH2:3][CH2:2]1. The catalyst class is: 96. (5) Reactant: [Cl:1][C:2]1[CH:3]=[C:4]([C:10]2[C:11]([CH3:27])=[N:12][N:13]([CH2:16][C:17]3[CH:22]=[CH:21][C:20]([S:23](Cl)(=[O:25])=[O:24])=[CH:19][CH:18]=3)[C:14]=2[CH3:15])[CH:5]=[CH:6][C:7]=1[C:8]#[N:9].C(N(CC)CC)C.[C:35]([NH2:39])([CH3:38])([CH3:37])[CH3:36].Cl. Product: [C:35]([NH:39][S:23]([C:20]1[CH:21]=[CH:22][C:17]([CH2:16][N:13]2[C:14]([CH3:15])=[C:10]([C:4]3[CH:5]=[CH:6][C:7]([C:8]#[N:9])=[C:2]([Cl:1])[CH:3]=3)[C:11]([CH3:27])=[N:12]2)=[CH:18][CH:19]=1)(=[O:25])=[O:24])([CH3:38])([CH3:37])[CH3:36]. The catalyst class is: 1. (6) Reactant: F[C:2]1[CH:7]=[C:6](F)[CH:5]=[CH:4][C:3]=1[N:9](CC1C=CC(OC)=CC=1)[C:10]([C:12]1[S:16][C:15]([NH:17][C:18]2[CH:23]=[CH:22][C:21]([C:24](=[O:33])/[CH:25]=[CH:26]/[CH2:27][N:28]3[CH2:32][CH2:31][CH2:30][CH2:29]3)=[CH:20][CH:19]=2)=[N:14][CH:13]=1)=[O:11].O.C(C1C(=O)C(Cl)=C(Cl)C(=O)C=1C#N)#N. Product: [C:3]1([NH:9][C:10]([C:12]2[S:16][C:15]([NH:17][C:18]3[CH:23]=[CH:22][C:21]([C:24](=[O:33])/[CH:25]=[CH:26]/[CH2:27][N:28]4[CH2:29][CH2:30][CH2:31][CH2:32]4)=[CH:20][CH:19]=3)=[N:14][CH:13]=2)=[O:11])[CH:4]=[CH:5][CH:6]=[CH:7][CH:2]=1. The catalyst class is: 10.